Dataset: Full USPTO retrosynthesis dataset with 1.9M reactions from patents (1976-2016). Task: Predict the reactants needed to synthesize the given product. (1) Given the product [N+:1]([C:4]1[CH:15]=[CH:14][C:7]([O:8][CH:9]([CH3:13])[C:10]([Cl:18])=[O:11])=[CH:6][CH:5]=1)([O-:3])=[O:2], predict the reactants needed to synthesize it. The reactants are: [N+:1]([C:4]1[CH:15]=[CH:14][C:7]([O:8][CH:9]([CH3:13])[C:10](O)=[O:11])=[CH:6][CH:5]=1)([O-:3])=[O:2].S(Cl)([Cl:18])=O. (2) Given the product [CH:13](=[N:20][OH:21])[C:14]1[CH:19]=[CH:18][CH:17]=[CH:16][CH:15]=1, predict the reactants needed to synthesize it. The reactants are: CS(Cl)(=O)=O.CN1CCCC1=O.[CH:13](=[N:20][OH:21])[C:14]1[CH:19]=[CH:18][CH:17]=[CH:16][CH:15]=1.CN1CCCC1=O.